From a dataset of NCI-60 drug combinations with 297,098 pairs across 59 cell lines. Regression. Given two drug SMILES strings and cell line genomic features, predict the synergy score measuring deviation from expected non-interaction effect. (1) Synergy scores: CSS=59.6, Synergy_ZIP=8.13, Synergy_Bliss=11.0, Synergy_Loewe=-29.3, Synergy_HSA=14.2. Cell line: K-562. Drug 2: CN(C)N=NC1=C(NC=N1)C(=O)N. Drug 1: C1=CC(=C2C(=C1NCCNCCO)C(=O)C3=C(C=CC(=C3C2=O)O)O)NCCNCCO. (2) Drug 1: CNC(=O)C1=CC=CC=C1SC2=CC3=C(C=C2)C(=NN3)C=CC4=CC=CC=N4. Drug 2: C1CN(P(=O)(OC1)NCCCl)CCCl. Cell line: SF-539. Synergy scores: CSS=0.732, Synergy_ZIP=-5.94, Synergy_Bliss=-9.82, Synergy_Loewe=-18.2, Synergy_HSA=-10.6. (3) Drug 1: CCC1=CC2CC(C3=C(CN(C2)C1)C4=CC=CC=C4N3)(C5=C(C=C6C(=C5)C78CCN9C7C(C=CC9)(C(C(C8N6C)(C(=O)OC)O)OC(=O)C)CC)OC)C(=O)OC.C(C(C(=O)O)O)(C(=O)O)O. Drug 2: C1CC(=O)NC(=O)C1N2C(=O)C3=CC=CC=C3C2=O. Cell line: SW-620. Synergy scores: CSS=56.4, Synergy_ZIP=-0.287, Synergy_Bliss=-0.293, Synergy_Loewe=-44.7, Synergy_HSA=0.515. (4) Drug 1: CCN(CC)CCNC(=O)C1=C(NC(=C1C)C=C2C3=C(C=CC(=C3)F)NC2=O)C. Drug 2: C1CNP(=O)(OC1)N(CCCl)CCCl. Cell line: SK-OV-3. Synergy scores: CSS=-4.03, Synergy_ZIP=0.212, Synergy_Bliss=-5.49, Synergy_Loewe=-7.93, Synergy_HSA=-8.47.